This data is from Full USPTO retrosynthesis dataset with 1.9M reactions from patents (1976-2016). The task is: Predict the reactants needed to synthesize the given product. (1) Given the product [CH3:105][O:104][C:15]1[CH:14]=[C:13]([O:85][CH3:80])[C:12]([C:10]([P:167]([C:28]2[CH:29]=[CH:30][CH:31]=[CH:32][CH:33]=2)([C:39]2[CH:40]=[CH:41][CH:42]=[CH:43][CH:44]=2)=[O:180])=[O:11])=[C:17]([O:62][CH3:48])[CH:16]=1, predict the reactants needed to synthesize it. The reactants are: COC(OC)([C:10]([C:12]1[CH:17]=[CH:16][CH:15]=[CH:14][CH:13]=1)=[O:11])C1C=CC=CC=1.C1CCC(O)(C([C:28]2[CH:33]=[CH:32][CH:31]=[CH:30][CH:29]=2)=O)CC1.OC(C)(C)C([C:39]1[CH:44]=[CH:43][CH:42]=[CH:41][CH:40]=1)=O.C[C:48]([OH:62])(C(C1C=CC(OCCO)=CC=1)=O)C.OC(C)(C)C(C1C=CC(CC2C=CC([C:80](=[O:85])C(O)(C)C)=CC=2)=CC=1)=O.CC(N1C[CH2:105][O:104]CC1)(C(C1C=CC(SC)=CC=1)=O)C.CCC(N(C)C)(C(C1C=CC(N2CCOCC2)=CC=1)=O)CC1C=CC=CC=1.CN(C)C(CC1C=CC(C)=CC=1)(CC)C(C1C=CC(N2CCOCC2)=CC=1)=O.CC1C=C(C)C=C(C)C=1C([P:167](=[O:180])(C1C=CC=CC=1)C1C=CC=CC=1)=O.CC1C=C(C)C=C(C)C=1C(P(=O)(C(=O)C1C(C)=CC(C)=CC=1C)C1C=CC=CC=1)=O.C1C=CC(C(C(OCCOCCOC(C(C2C=CC=CC=2)=O)=O)=O)=O)=CC=1. (2) Given the product [F:24][C:2]([F:1])([F:23])[C:43]([OH:45])=[O:44].[F:24][C:2]([F:1])([F:23])[O:3][C:4]1[CH:5]=[CH:6][C:7]([NH:10][C:11]2[NH:12][C:13]([C:16]3[CH:21]=[CH:20][C:19]([O:22][C:39]4[N:38]=[N:37][C:36]([NH2:35])=[CH:41][CH:40]=4)=[CH:18][CH:17]=3)=[N:14][N:15]=2)=[CH:8][CH:9]=1, predict the reactants needed to synthesize it. The reactants are: [F:1][C:2]([F:24])([F:23])[O:3][C:4]1[CH:9]=[CH:8][C:7]([NH:10][C:11]2[NH:12][C:13]([C:16]3[CH:21]=[CH:20][C:19]([OH:22])=[CH:18][CH:17]=3)=[N:14][N:15]=2)=[CH:6][CH:5]=1.C[Si]([N-][Si](C)(C)C)(C)C.[K+].[NH2:35][C:36]1[N:37]=[N:38][C:39](Cl)=[CH:40][CH:41]=1.[C:43]([O-])([O-:45])=[O:44].[K+].[K+]. (3) The reactants are: [Cl:1][C:2]1[CH:3]=[CH:4][C:5]([C:23]#[N:24])=[C:6]([C:8]2[C:13]([O:14][CH3:15])=[CH:12][N:11]([CH:16]([CH2:20][CH3:21])[C:17](O)=[O:18])[C:10](=[O:22])[CH:9]=2)[CH:7]=1.[NH2:25][C:26]1[CH:35]=[CH:34][C:29]2[NH:30][C:31](=[O:33])[NH:32][C:28]=2[CH:27]=1. Given the product [Cl:1][C:2]1[CH:3]=[CH:4][C:5]([C:23]#[N:24])=[C:6]([C:8]2[C:13]([O:14][CH3:15])=[CH:12][N:11]([CH:16]([CH2:20][CH3:21])[C:17]([NH:25][C:26]3[CH:35]=[CH:34][C:29]4[NH:30][C:31](=[O:33])[NH:32][C:28]=4[CH:27]=3)=[O:18])[C:10](=[O:22])[CH:9]=2)[CH:7]=1, predict the reactants needed to synthesize it. (4) Given the product [Cl:10][C:11]1[CH:12]=[CH:13][C:14]([CH2:15][NH:16][C:17]([C:19]2[C:20](=[O:42])[C:21]3[CH:39]=[C:38]([CH2:40][Cl:49])[S:37][C:22]=3[N:23]([CH2:25][CH2:26][O:27][CH2:28][CH2:29][O:30][CH:31]3[CH2:36][CH2:35][CH2:34][CH2:33][O:32]3)[CH:24]=2)=[O:18])=[CH:43][CH:44]=1, predict the reactants needed to synthesize it. The reactants are: N1C(C)=CC(C)=CC=1C.[Cl:10][C:11]1[CH:44]=[CH:43][C:14]([CH2:15][NH:16][C:17]([C:19]2[C:20](=[O:42])[C:21]3[CH:39]=[C:38]([CH2:40]O)[S:37][C:22]=3[N:23]([CH2:25][CH2:26][O:27][CH2:28][CH2:29][O:30][CH:31]3[CH2:36][CH2:35][CH2:34][CH2:33][O:32]3)[CH:24]=2)=[O:18])=[CH:13][CH:12]=1.CS([Cl:49])(=O)=O. (5) Given the product [Br-:1].[C:11]([O:15][C:16]([NH:18][CH:19]([C:31]1[CH:36]=[CH:35][CH:34]=[C:33]([F:37])[CH:32]=1)[C:20]([O:22][C@@H:23]1[CH:28]2[CH2:27][CH2:26][N+:25]([CH2:2][C:3](=[O:4])[C:5]3[CH:10]=[CH:9][CH:8]=[CH:7][CH:6]=3)([CH2:30][CH2:29]2)[CH2:24]1)=[O:21])=[O:17])([CH3:14])([CH3:12])[CH3:13], predict the reactants needed to synthesize it. The reactants are: [Br:1][CH2:2][C:3]([C:5]1[CH:10]=[CH:9][CH:8]=[CH:7][CH:6]=1)=[O:4].[C:11]([O:15][C:16]([NH:18][CH:19]([C:31]1[CH:36]=[CH:35][CH:34]=[C:33]([F:37])[CH:32]=1)[C:20]([O:22][C@@H:23]1[CH:28]2[CH2:29][CH2:30][N:25]([CH2:26][CH2:27]2)[CH2:24]1)=[O:21])=[O:17])([CH3:14])([CH3:13])[CH3:12]. (6) Given the product [CH2:1]([N:3]1[CH2:4][CH2:5][CH:6]([C:9]([NH:39][C:40]2[CH:45]=[C:44]([O:46][C:47]3[CH:52]=[CH:51][C:50]([NH:19][CH3:23])=[C:49]([N+:55]([O-:57])=[O:56])[CH:48]=3)[CH:43]=[CH:42][N:41]=2)=[O:11])[CH2:7][CH2:8]1)[CH3:2], predict the reactants needed to synthesize it. The reactants are: [CH2:1]([N:3]1[CH2:8][CH2:7][CH:6]([C:9]([OH:11])=O)[CH2:5][CH2:4]1)[CH3:2].F[P-](F)(F)(F)(F)F.[N:19]1(O[P+](N(C)C)(N(C)C)N(C)C)[C:23]2C=CC=CC=2N=N1.[NH2:39][C:40]1[CH:45]=[C:44]([O:46][C:47]2[CH:52]=[CH:51][C:50](CN)=[C:49]([N+:55]([O-:57])=[O:56])[CH:48]=2)[CH:43]=[CH:42][N:41]=1.